The task is: Predict the reactants needed to synthesize the given product.. This data is from Full USPTO retrosynthesis dataset with 1.9M reactions from patents (1976-2016). (1) Given the product [NH2:32][C:30]1[CH:31]=[C:26]([CH2:25][N:15]2[C:14]([N:10]([C:5]3[CH:6]=[C:7]([CH3:9])[CH:8]=[C:3]([C:1]#[N:2])[CH:4]=3)[C:11](=[O:13])[CH3:12])=[C:19]([CH:20]([CH3:22])[CH3:21])[C:18](=[O:23])[NH:17][C:16]2=[O:24])[CH:27]=[C:28]([F:42])[N:29]=1, predict the reactants needed to synthesize it. The reactants are: [C:1]([C:3]1[CH:4]=[C:5]([N:10]([C:14]2[N:15]([CH2:25][C:26]3[CH:31]=[C:30]([NH:32]CC4C=CC(OC)=CC=4)[N:29]=[C:28]([F:42])[CH:27]=3)[C:16](=[O:24])[NH:17][C:18](=[O:23])[C:19]=2[CH:20]([CH3:22])[CH3:21])[C:11](=[O:13])[CH3:12])[CH:6]=[C:7]([CH3:9])[CH:8]=1)#[N:2].C(O)(=O)C.[N+]([O-])([O-])=O.[NH4+]. (2) Given the product [CH3:23][S:24][CH2:26][NH:20][C:18]1[CH:17]=[CH:16][CH:15]=[C:14]([C:11]2[CH:10]=[N:9][C:8]([N:4]3[CH2:5][CH2:6][CH2:7][C@H:3]3[C:2]([F:1])([F:21])[F:22])=[N:13][CH:12]=2)[N:19]=1, predict the reactants needed to synthesize it. The reactants are: [F:1][C:2]([F:22])([F:21])[C@@H:3]1[CH2:7][CH2:6][CH2:5][N:4]1[C:8]1[N:13]=[CH:12][C:11]([C:14]2[N:19]=[C:18]([NH2:20])[CH:17]=[CH:16][CH:15]=2)=[CH:10][N:9]=1.[CH3:23][S-:24].[Na+].[CH2:26]=O. (3) Given the product [Cl:14][C:15]1[CH:22]=[C:21]([S:23][CH:24]([F:26])[F:25])[CH:20]=[CH:19][C:16]=1[N:17]([CH3:18])[C:7]([NH:6][C:4](=[O:5])[C:3]1[C:2]([F:1])=[CH:12][CH:11]=[CH:10][C:9]=1[F:13])=[O:8], predict the reactants needed to synthesize it. The reactants are: [F:1][C:2]1[CH:12]=[CH:11][CH:10]=[C:9]([F:13])[C:3]=1[C:4]([N:6]=[C:7]=[O:8])=[O:5].[Cl:14][C:15]1[CH:22]=[C:21]([S:23][CH:24]([F:26])[F:25])[CH:20]=[CH:19][C:16]=1[NH:17][CH3:18]. (4) Given the product [Br:20][C:21]1[CH:26]=[CH:25][C:24]([N:16]2[CH2:15][CH2:14][N:13]([C:8]3[C:9]([CH3:12])=[C:10]([CH3:11])[C:4]4[O:3][CH:2]([CH3:1])[CH2:6][C:5]=4[C:7]=3[CH3:19])[CH2:18][CH2:17]2)=[CH:23][CH:22]=1, predict the reactants needed to synthesize it. The reactants are: [CH3:1][CH:2]1[CH2:6][C:5]2[C:7]([CH3:19])=[C:8]([N:13]3[CH2:18][CH2:17][NH:16][CH2:15][CH2:14]3)[C:9]([CH3:12])=[C:10]([CH3:11])[C:4]=2[O:3]1.[Br:20][C:21]1[CH:26]=[CH:25][C:24](Br)=[CH:23][CH:22]=1.